This data is from Retrosynthesis with 50K atom-mapped reactions and 10 reaction types from USPTO. The task is: Predict the reactants needed to synthesize the given product. (1) The reactants are: CN(C)C=O.COc1ccc([N+](=O)[O-])c(C(=O)O)c1. Given the product COc1ccc([N+](=O)[O-])c(C(N)=O)c1, predict the reactants needed to synthesize it. (2) Given the product CCOC(=O)CCCOc1ccc(-c2cnc(-c3ccc(OC(C)C)c(C#N)c3)s2)c(CC)c1, predict the reactants needed to synthesize it. The reactants are: CC(C)Oc1ccc(-c2ncc(Br)s2)cc1C#N.CCOC(=O)CCCOc1ccc(B2OC(C)(C)C(C)(C)O2)c(CC)c1. (3) Given the product O=c1[nH]cnc2cc3c(cc12)OCO3, predict the reactants needed to synthesize it. The reactants are: NC=O.Nc1cc2c(cc1C(=O)O)OCO2.